From a dataset of Full USPTO retrosynthesis dataset with 1.9M reactions from patents (1976-2016). Predict the reactants needed to synthesize the given product. (1) Given the product [F:1][C:2]1[CH:10]=[CH:9][CH:8]=[C:7]2[C:3]=1[C:4]([CH:11]=[O:12])=[CH:5][N:6]2[CH3:13], predict the reactants needed to synthesize it. The reactants are: [F:1][C:2]1[CH:10]=[CH:9][CH:8]=[C:7]2[C:3]=1[C:4]([CH:11]=[O:12])=[CH:5][NH:6]2.[CH2:13](OC(C1NC2C(C=1)=CC=CC=2)=O)C. (2) Given the product [Br:1][C:2]1[C:3]([O:15][CH2:16][C:17]([F:20])([F:19])[F:18])=[N:4][C:5]([C:11]([F:14])([F:13])[F:12])=[C:6]([CH:10]=1)[C:7]([NH:53][CH:54]1[CH2:59][CH2:58][CH2:57][CH2:56][CH:55]1[OH:60])=[O:9], predict the reactants needed to synthesize it. The reactants are: [Br:1][C:2]1[C:3]([O:15][CH2:16][C:17]([F:20])([F:19])[F:18])=[N:4][C:5]([C:11]([F:14])([F:13])[F:12])=[C:6]([CH:10]=1)[C:7]([OH:9])=O.CN(C(ON1N=NC2C=CC=CC1=2)=[N+](C)C)C.[B-](F)(F)(F)F.C(N(CC)C(C)C)(C)C.Cl.[NH2:53][C@H:54]1[CH2:59][CH2:58][CH2:57][CH2:56][C@H:55]1[OH:60]. (3) Given the product [NH2:1][C:2]1[N:7]=[C:6]([NH2:8])[C:5]([C:14]#[C:13][CH:12]([C:15]2[CH:20]=[C:19]([O:21][CH3:22])[C:18]([O:23][CH3:24])=[C:17]([O:25][CH3:26])[CH:16]=2)[CH3:11])=[C:4]([CH3:10])[N:3]=1, predict the reactants needed to synthesize it. The reactants are: [NH2:1][C:2]1[N:7]=[C:6]([NH2:8])[C:5](I)=[C:4]([CH3:10])[N:3]=1.[CH3:11][CH:12]([C:15]1[CH:16]=[C:17]([O:25][CH3:26])[C:18]([O:23][CH3:24])=[C:19]([O:21][CH3:22])[CH:20]=1)[C:13]#[CH:14]. (4) Given the product [CH3:12][O:11][C:10]1[CH:9]=[C:8]2[C:4]([CH2:5][CH:6]([CH2:14][C:15]3[CH:20]=[CH:19][C:18]([S:21][C:22]([F:25])([F:24])[F:23])=[CH:17][CH:16]=3)[C:7]2=[O:13])=[CH:3][C:2]=1[NH:33][CH:30]1[CH2:31][CH2:32][N:27]([CH3:26])[CH2:28][CH2:29]1, predict the reactants needed to synthesize it. The reactants are: Br[C:2]1[CH:3]=[C:4]2[C:8](=[CH:9][C:10]=1[O:11][CH3:12])[C:7](=[O:13])[CH:6]([CH2:14][C:15]1[CH:20]=[CH:19][C:18]([S:21][C:22]([F:25])([F:24])[F:23])=[CH:17][CH:16]=1)[CH2:5]2.[CH3:26][N:27]1[CH2:32][CH2:31][CH:30]([NH2:33])[CH2:29][CH2:28]1.C(=O)([O-])[O-].[Cs+].[Cs+].C1C=CC(P(C2C(C3C(P(C4C=CC=CC=4)C4C=CC=CC=4)=CC=C4C=3C=CC=C4)=C3C(C=CC=C3)=CC=2)C2C=CC=CC=2)=CC=1. (5) Given the product [OH:14][C@@:15]([CH2:27][CH2:28][C:29]1[CH:30]=[CH:31][CH:32]=[CH:33][CH:34]=1)([CH2:24][CH2:25][CH3:26])[CH2:16][C:3](=[O:5])[CH2:2][C:1]([O:7][CH2:8][CH3:9])=[O:6], predict the reactants needed to synthesize it. The reactants are: [C:1]([O:7][CH2:8][CH3:9])(=[O:6])[CH2:2][C:3]([O-:5])=O.[K+].[Cl-].[Mg+2].[Cl-].[OH:14][C@@:15]([CH2:27][CH2:28][C:29]1[CH:34]=[CH:33][CH:32]=[CH:31][CH:30]=1)([CH2:24][CH2:25][CH3:26])[CH2:16]C(N1C=CN=C1)=O.Cl. (6) Given the product [Cl:1][C:2]1[CH:3]=[C:4]([C:9]2([OH:21])[CH2:13][CH2:12][NH:11][CH2:10]2)[CH:5]=[C:6]([F:8])[CH:7]=1, predict the reactants needed to synthesize it. The reactants are: [Cl:1][C:2]1[CH:3]=[C:4]([C:9]2([OH:21])[CH2:13][CH2:12][N:11](C(OC(C)(C)C)=O)[CH2:10]2)[CH:5]=[C:6]([F:8])[CH:7]=1.FC(F)(F)C(O)=O.C(=O)([O-])[O-].[Na+].[Na+].